Dataset: Forward reaction prediction with 1.9M reactions from USPTO patents (1976-2016). Task: Predict the product of the given reaction. (1) The product is: [CH:30]1([C:34]([N:21]([CH2:20][C:17]2[CH:16]=[CH:15][C:14]([C:13]([NH:12][C:10]3[S:11][C:7]4[C:6]([N:24]5[CH2:25][CH2:26][O:27][CH2:28][CH2:29]5)=[CH:5][CH:4]=[C:3]([O:2][CH3:1])[C:8]=4[N:9]=3)=[O:23])=[CH:19][CH:18]=2)[CH3:22])=[O:35])[CH2:33][CH2:32][CH2:31]1. Given the reactants [CH3:1][O:2][C:3]1[C:8]2[N:9]=[C:10]([NH:12][C:13](=[O:23])[C:14]3[CH:19]=[CH:18][C:17]([CH2:20][NH:21][CH3:22])=[CH:16][CH:15]=3)[S:11][C:7]=2[C:6]([N:24]2[CH2:29][CH2:28][O:27][CH2:26][CH2:25]2)=[CH:5][CH:4]=1.[CH:30]1([C:34](Cl)=[O:35])[CH2:33][CH2:32][CH2:31]1, predict the reaction product. (2) Given the reactants [F:1][C:2]1[CH:3]=[C:4]([CH:36]=[CH:37][C:38]=1[F:39])[CH2:5][N:6]1[C:15](=[O:16])[C:14]([C:17]2[NH:22][C:21]3[CH:23]=[CH:24][C:25]([NH:27][S:28]([CH3:31])(=[O:30])=[O:29])=[CH:26][C:20]=3[S:19](=[O:33])(=[O:32])[N:18]=2)=[C:13]([OH:34])[C@H:12]2[C@@H:7]1[C@H:8]1[CH2:35][C@@H:11]2[CH2:10][CH2:9]1.[C:40](=O)([O-])[O-].[K+].[K+].IC, predict the reaction product. The product is: [F:1][C:2]1[CH:3]=[C:4]([CH:36]=[CH:37][C:38]=1[F:39])[CH2:5][N:6]1[C:15](=[O:16])[C:14]([C:17]2[NH:22][C:21]3[CH:23]=[CH:24][C:25]([N:27]([CH3:40])[S:28]([CH3:31])(=[O:29])=[O:30])=[CH:26][C:20]=3[S:19](=[O:33])(=[O:32])[N:18]=2)=[C:13]([OH:34])[C@H:12]2[C@@H:7]1[C@H:8]1[CH2:35][C@@H:11]2[CH2:10][CH2:9]1.